This data is from NCI-60 drug combinations with 297,098 pairs across 59 cell lines. The task is: Regression. Given two drug SMILES strings and cell line genomic features, predict the synergy score measuring deviation from expected non-interaction effect. (1) Drug 1: CC1C(C(=O)NC(C(=O)N2CCCC2C(=O)N(CC(=O)N(C(C(=O)O1)C(C)C)C)C)C(C)C)NC(=O)C3=C4C(=C(C=C3)C)OC5=C(C(=O)C(=C(C5=N4)C(=O)NC6C(OC(=O)C(N(C(=O)CN(C(=O)C7CCCN7C(=O)C(NC6=O)C(C)C)C)C)C(C)C)C)N)C. Drug 2: C(CC(=O)O)C(=O)CN.Cl. Cell line: OVCAR3. Synergy scores: CSS=39.0, Synergy_ZIP=-3.34, Synergy_Bliss=4.14, Synergy_Loewe=-10.4, Synergy_HSA=4.85. (2) Drug 2: CC1=C(C(=CC=C1)Cl)NC(=O)C2=CN=C(S2)NC3=CC(=NC(=N3)C)N4CCN(CC4)CCO. Drug 1: C1=CC(=CC=C1CCC2=CNC3=C2C(=O)NC(=N3)N)C(=O)NC(CCC(=O)O)C(=O)O. Cell line: UACC62. Synergy scores: CSS=14.3, Synergy_ZIP=-2.69, Synergy_Bliss=2.88, Synergy_Loewe=3.34, Synergy_HSA=3.57. (3) Drug 2: CC1C(C(=O)NC(C(=O)N2CCCC2C(=O)N(CC(=O)N(C(C(=O)O1)C(C)C)C)C)C(C)C)NC(=O)C3=C4C(=C(C=C3)C)OC5=C(C(=O)C(=C(C5=N4)C(=O)NC6C(OC(=O)C(N(C(=O)CN(C(=O)C7CCCN7C(=O)C(NC6=O)C(C)C)C)C)C(C)C)C)N)C. Cell line: SNB-19. Synergy scores: CSS=14.2, Synergy_ZIP=29.7, Synergy_Bliss=28.6, Synergy_Loewe=28.2, Synergy_HSA=27.2. Drug 1: CC1=C(C=C(C=C1)NC2=NC=CC(=N2)N(C)C3=CC4=NN(C(=C4C=C3)C)C)S(=O)(=O)N.Cl. (4) Drug 1: CC1C(C(=O)NC(C(=O)N2CCCC2C(=O)N(CC(=O)N(C(C(=O)O1)C(C)C)C)C)C(C)C)NC(=O)C3=C4C(=C(C=C3)C)OC5=C(C(=O)C(=C(C5=N4)C(=O)NC6C(OC(=O)C(N(C(=O)CN(C(=O)C7CCCN7C(=O)C(NC6=O)C(C)C)C)C)C(C)C)C)N)C. Drug 2: CCN(CC)CCNC(=O)C1=C(NC(=C1C)C=C2C3=C(C=CC(=C3)F)NC2=O)C. Cell line: SNB-19. Synergy scores: CSS=7.39, Synergy_ZIP=3.10, Synergy_Bliss=7.55, Synergy_Loewe=-5.45, Synergy_HSA=-1.19. (5) Drug 1: C1C(C(OC1N2C=C(C(=O)NC2=O)F)CO)O. Drug 2: CC(C)NC(=O)C1=CC=C(C=C1)CNNC.Cl. Cell line: OVCAR-8. Synergy scores: CSS=17.9, Synergy_ZIP=-5.55, Synergy_Bliss=-0.550, Synergy_Loewe=-50.9, Synergy_HSA=0.0420. (6) Drug 1: CCC1(CC2CC(C3=C(CCN(C2)C1)C4=CC=CC=C4N3)(C5=C(C=C6C(=C5)C78CCN9C7C(C=CC9)(C(C(C8N6C=O)(C(=O)OC)O)OC(=O)C)CC)OC)C(=O)OC)O.OS(=O)(=O)O. Drug 2: COC1=C2C(=CC3=C1OC=C3)C=CC(=O)O2. Cell line: SN12C. Synergy scores: CSS=-3.28, Synergy_ZIP=-5.15, Synergy_Bliss=-15.3, Synergy_Loewe=-42.8, Synergy_HSA=-15.9. (7) Drug 1: CCN(CC)CCNC(=O)C1=C(NC(=C1C)C=C2C3=C(C=CC(=C3)F)NC2=O)C. Drug 2: CCCCC(=O)OCC(=O)C1(CC(C2=C(C1)C(=C3C(=C2O)C(=O)C4=C(C3=O)C=CC=C4OC)O)OC5CC(C(C(O5)C)O)NC(=O)C(F)(F)F)O. Cell line: PC-3. Synergy scores: CSS=46.9, Synergy_ZIP=-1.80, Synergy_Bliss=-1.22, Synergy_Loewe=0.407, Synergy_HSA=0.543. (8) Drug 1: CS(=O)(=O)C1=CC(=C(C=C1)C(=O)NC2=CC(=C(C=C2)Cl)C3=CC=CC=N3)Cl. Drug 2: C1=CC(=C2C(=C1NCCNCCO)C(=O)C3=C(C=CC(=C3C2=O)O)O)NCCNCCO. Cell line: SK-MEL-5. Synergy scores: CSS=38.0, Synergy_ZIP=12.1, Synergy_Bliss=13.3, Synergy_Loewe=-9.42, Synergy_HSA=10.4. (9) Drug 1: C1=CC(=CC=C1CCCC(=O)O)N(CCCl)CCCl. Drug 2: CC12CCC3C(C1CCC2O)C(CC4=C3C=CC(=C4)O)CCCCCCCCCS(=O)CCCC(C(F)(F)F)(F)F. Cell line: SW-620. Synergy scores: CSS=14.1, Synergy_ZIP=-7.50, Synergy_Bliss=-4.21, Synergy_Loewe=-4.50, Synergy_HSA=-4.06. (10) Drug 1: CC1=C(C(CCC1)(C)C)C=CC(=CC=CC(=CC(=O)O)C)C. Drug 2: CC(C)(C#N)C1=CC(=CC(=C1)CN2C=NC=N2)C(C)(C)C#N. Cell line: A498. Synergy scores: CSS=9.03, Synergy_ZIP=-7.71, Synergy_Bliss=-5.76, Synergy_Loewe=-0.627, Synergy_HSA=-0.344.